Dataset: Cav3 T-type calcium channel HTS with 100,875 compounds. Task: Binary Classification. Given a drug SMILES string, predict its activity (active/inactive) in a high-throughput screening assay against a specified biological target. (1) The compound is S(=O)(=O)(N1CCOCC1)c1cc(c(cc1)C)C(OCC(=O)N1CCc2c(C1)cccc2)=O. The result is 0 (inactive). (2) The drug is Brc1cc(c2oc(=S)[nH]n2)ccc1. The result is 0 (inactive). (3) The drug is O=C(NC1CCCCC1)C1(N(c2ccccc2)C(=O)CNC(=O)C)CCCCC1. The result is 0 (inactive). (4) The drug is S(CC(=O)N1CCN(CC1)c1ccccc1)c1ccccc1. The result is 0 (inactive).